This data is from Full USPTO retrosynthesis dataset with 1.9M reactions from patents (1976-2016). The task is: Predict the reactants needed to synthesize the given product. (1) Given the product [Cl:18][CH:9]([C:1](=[O:8])[C:2]1[CH:7]=[CH:6][CH:5]=[CH:4][CH:3]=1)[C:10]([O:12][CH2:13][CH3:14])=[O:11], predict the reactants needed to synthesize it. The reactants are: [C:1]([CH2:9][C:10]([O:12][CH2:13][CH3:14])=[O:11])(=[O:8])[C:2]1[CH:7]=[CH:6][CH:5]=[CH:4][CH:3]=1.S(Cl)([Cl:18])(=O)=O. (2) The reactants are: Cl[C:2]1[N:3]=[C:4]([N:25]2[CH2:30][CH2:29][O:28][CH2:27][CH2:26]2)[C:5]2[S:10][C:9]([C:11]3([OH:24])[CH2:16][CH2:15][N:14]([C:17]([O:19][C:20]([CH3:23])([CH3:22])[CH3:21])=[O:18])[CH2:13][CH2:12]3)=[CH:8][C:6]=2[N:7]=1.CC1(C)C(C)(C)OB([C:39]2[CH:40]=[N:41][C:42]([NH2:45])=[N:43][CH:44]=2)O1. Given the product [NH2:45][C:42]1[N:43]=[CH:44][C:39]([C:2]2[N:3]=[C:4]([N:25]3[CH2:30][CH2:29][O:28][CH2:27][CH2:26]3)[C:5]3[S:10][C:9]([C:11]4([OH:24])[CH2:16][CH2:15][N:14]([C:17]([O:19][C:20]([CH3:23])([CH3:22])[CH3:21])=[O:18])[CH2:13][CH2:12]4)=[CH:8][C:6]=3[N:7]=2)=[CH:40][N:41]=1, predict the reactants needed to synthesize it. (3) Given the product [OH:1][C:2]1[N:6]([CH3:7])[N:5]=[C:4]([C:8]([F:11])([F:10])[F:9])[C:3]=1[CH2:14][S:22][C:16]1[CH:21]=[CH:20][CH:19]=[CH:18][CH:17]=1, predict the reactants needed to synthesize it. The reactants are: [OH:1][C:2]1[N:6]([CH3:7])[N:5]=[C:4]([C:8]([F:11])([F:10])[F:9])[CH:3]=1.[OH-].[Na+].[CH2:14]=O.[C:16]1([SH:22])[CH:21]=[CH:20][CH:19]=[CH:18][CH:17]=1.Cl.